This data is from Catalyst prediction with 721,799 reactions and 888 catalyst types from USPTO. The task is: Predict which catalyst facilitates the given reaction. (1) Reactant: [OH:1][C:2]1[CH:28]=[CH:27][C:5]([C:6]([NH:8][CH2:9][C:10]2[CH:15]=[CH:14][N:13]3[CH:16]=[C:17]([CH:19](O)[C:20]4[CH:25]=[CH:24][CH:23]=[CH:22][CH:21]=4)[N:18]=[C:12]3[CH:11]=2)=[O:7])=[CH:4][CH:3]=1. Product: [CH2:19]([C:17]1[N:18]=[C:12]2[CH2:11][CH:10]([CH2:9][NH:8][C:6](=[O:7])[C:5]3[CH:27]=[CH:28][C:2]([OH:1])=[CH:3][CH:4]=3)[CH2:15][CH2:14][N:13]2[CH:16]=1)[C:20]1[CH:21]=[CH:22][CH:23]=[CH:24][CH:25]=1. The catalyst class is: 105. (2) Reactant: [H-].[Na+].[Br:3][C:4]1[CH:5]=[C:6]([NH:10][C:11]2[CH:12]=[N:13][CH:14]=[N:15][CH:16]=2)[CH:7]=[N:8][CH:9]=1.[CH3:17]I. Product: [Br:3][C:4]1[CH:5]=[C:6]([N:10]([CH3:17])[C:11]2[CH:16]=[N:15][CH:14]=[N:13][CH:12]=2)[CH:7]=[N:8][CH:9]=1. The catalyst class is: 49. (3) Reactant: [CH3:1][O:2][C:3](=[O:22])[C:4]1[CH:9]=[C:8]([O:10]COC)[C:7]([CH2:14][C:15]([CH3:17])=[CH2:16])=[C:6]([O:18]COC)[CH:5]=1.Cl. Product: [CH3:1][O:2][C:3]([C:4]1[CH:9]=[C:8]([OH:10])[C:7]2[CH2:14][C:15]([CH3:17])([CH3:16])[O:18][C:6]=2[CH:5]=1)=[O:22]. The catalyst class is: 5. (4) Reactant: [OH:1][CH2:2][C:3]1([NH:8][C:9]([C:11]2[C:12]3[CH2:13][C@H:14]4[CH2:27][C@H:15]4[C:16]=3[N:17]([C:19]3[CH:24]=[CH:23][C:22]([F:25])=[CH:21][C:20]=3[F:26])[N:18]=2)=[O:10])[CH2:7][CH2:6][CH2:5][CH2:4]1.CC(OI1(OC(C)=O)(OC(C)=O)OC(=O)C2C=CC=CC1=2)=O. Product: [O:1]=[C:2]1[CH2:5][CH2:6][CH2:7][C:3]1([NH:8][C:9]([C:11]1[C:12]2[CH2:13][C@H:14]3[CH2:27][C@H:15]3[C:16]=2[N:17]([C:19]2[CH:24]=[CH:23][C:22]([F:25])=[CH:21][C:20]=2[F:26])[N:18]=1)=[O:10])[CH3:4]. The catalyst class is: 4. (5) The catalyst class is: 885. Reactant: [Cl:1][C:2]1[CH:22]=[C:21]([Cl:23])[CH:20]=[CH:19][C:3]=1[CH2:4][NH:5][C:6]([C:8]1[S:12][C:11]([CH2:13][OH:14])=[N:10][C:9]=1[O:15][CH:16]([CH3:18])[CH3:17])=[O:7].S(Cl)(Cl)=O.O[C:29]1[C:34]([CH3:35])=[CH:33][CH:32]=[CH:31][C:30]=1[CH2:36][C:37]([O:39]C)=[O:38].[H-].[Na+].Cl. Product: [Cl:1][C:2]1[CH:22]=[C:21]([Cl:23])[CH:20]=[CH:19][C:3]=1[CH2:4][NH:5][C:6]([C:8]1[S:12][C:11]([CH2:13][O:14][C:29]2[C:34]([CH3:35])=[CH:33][CH:32]=[CH:31][C:30]=2[CH2:36][C:37]([OH:39])=[O:38])=[N:10][C:9]=1[O:15][CH:16]([CH3:18])[CH3:17])=[O:7]. (6) Reactant: [Cl:1][C:2]1[CH:7]=[CH:6][C:5]([C:8]2[O:9][C:10]([O:16][CH2:17][CH3:18])=[C:11]([C:13](O)=[O:14])[N:12]=2)=[CH:4][CH:3]=1.C[N:20](C=O)C.C(Cl)(=O)C(Cl)=O. Product: [Cl:1][C:2]1[CH:7]=[CH:6][C:5]([C:8]2[O:9][C:10]([O:16][CH2:17][CH3:18])=[C:11]([C:13]([NH2:20])=[O:14])[N:12]=2)=[CH:4][CH:3]=1. The catalyst class is: 2.